From a dataset of Catalyst prediction with 721,799 reactions and 888 catalyst types from USPTO. Predict which catalyst facilitates the given reaction. (1) Reactant: [CH3:1][O:2][C:3]1[CH:17]=[CH:16][C:6]([CH2:7]P(=O)(OCC)OCC)=[CH:5][C:4]=1[N+:18]([O-:20])=[O:19].[H-].[Na+].O=[C:24]1[CH2:29][CH2:28][CH2:27][N:26]([C:30]([O:32][C:33]([CH3:36])([CH3:35])[CH3:34])=[O:31])[CH2:25]1. Product: [CH3:1][O:2][C:3]1[CH:17]=[CH:16][C:6]([CH:7]=[C:28]2[CH2:29][CH2:24][CH2:25][N:26]([C:30]([O:32][C:33]([CH3:36])([CH3:35])[CH3:34])=[O:31])[CH2:27]2)=[CH:5][C:4]=1[N+:18]([O-:20])=[O:19]. The catalyst class is: 20. (2) Reactant: [C:1](Cl)(=[O:10])[O:2][CH2:3][C:4]1[CH:9]=[CH:8][CH:7]=[CH:6][CH:5]=1.[NH2:12][C@H:13]1[C@@H:17]2[O:18][C:19]([CH3:22])([CH3:21])[O:20][C@@H:16]2[C@@H:15]([OH:23])[CH2:14]1.C(=O)([O-])[O-].[Na+].[Na+].C(OCC)(=O)C. Product: [OH:23][C@@H:15]1[C@H:16]2[O:20][C:19]([CH3:21])([CH3:22])[O:18][C@H:17]2[C@H:13]([NH:12][C:1](=[O:10])[O:2][CH2:3][C:4]2[CH:9]=[CH:8][CH:7]=[CH:6][CH:5]=2)[CH2:14]1. The catalyst class is: 30.